Dataset: Forward reaction prediction with 1.9M reactions from USPTO patents (1976-2016). Task: Predict the product of the given reaction. (1) Given the reactants [C:1]1([C:7]2[S:11][C:10]([NH:12][C:13]3[O:14][C@:15]4([CH2:23][N:24]=3)[CH:20]3[CH2:21][CH2:22][N:17]([CH2:18][CH2:19]3)[CH2:16]4)=[N:9][CH:8]=2)[CH:6]=[CH:5][CH:4]=[CH:3][CH:2]=1.C1C=C(Cl)C=C(C(OO)=[O:33])C=1, predict the reaction product. The product is: [C:1]1([C:7]2[S:11][C:10]([NH:12][C:13]3[O:14][C@:15]4([CH2:23][N:24]=3)[CH:20]3[CH2:19][CH2:18][N+:17]([O-:33])([CH2:22][CH2:21]3)[CH2:16]4)=[N:9][CH:8]=2)[CH:2]=[CH:3][CH:4]=[CH:5][CH:6]=1. (2) Given the reactants Br[CH2:2][C:3]([C:5]1[C:10](=[O:11])[NH:9][C:8]([CH3:12])=[C:7]([C:13]([O:15][CH2:16][CH3:17])=[O:14])[CH:6]=1)=O.[CH3:18][NH:19][C:20]([NH2:22])=[S:21], predict the reaction product. The product is: [CH3:12][C:8]1[NH:9][C:10](=[O:11])[C:5]([C:3]2[N:22]=[C:20]([NH:19][CH3:18])[S:21][CH:2]=2)=[CH:6][C:7]=1[C:13]([O:15][CH2:16][CH3:17])=[O:14]. (3) Given the reactants C1(P(C2C=CC=CC=2)C2C=CC=CC=2)C=CC=CC=1.CC(OC(/N=N/C(OC(C)C)=O)=O)C.[C:34]([O:38][C:39](=[O:53])[CH:40]([NH:45][C:46]([O:48][C:49]([CH3:52])([CH3:51])[CH3:50])=[O:47])[CH2:41][CH2:42][CH2:43]O)([CH3:37])([CH3:36])[CH3:35].[C:54]([OH:57])(=[S:56])[CH3:55], predict the reaction product. The product is: [C:34]([O:38][C:39](=[O:53])[CH:40]([NH:45][C:46]([O:48][C:49]([CH3:52])([CH3:51])[CH3:50])=[O:47])[CH2:41][CH2:42][CH2:43][S:56][C:54](=[O:57])[CH3:55])([CH3:37])([CH3:36])[CH3:35]. (4) Given the reactants O.[ClH:2].[CH3:3][N:4]([CH2:23][CH2:24][CH2:25][CH2:26][CH2:27][CH2:28][CH2:29][CH2:30]/[CH:31]=[CH:32]\[CH2:33][CH2:34][CH2:35][CH2:36][CH2:37][CH2:38][CH2:39][CH3:40])[CH2:5][CH2:6][CH2:7][CH2:8][CH2:9][CH2:10][CH2:11][CH2:12]/[CH:13]=[CH:14]\[CH2:15][CH2:16][CH2:17][CH2:18][CH2:19][CH2:20][CH2:21][CH3:22], predict the reaction product. The product is: [ClH:2].[CH3:3][N:4]([CH2:5][CH2:6][CH2:7][CH2:8][CH2:9][CH2:10][CH2:11][CH2:12]/[CH:13]=[CH:14]\[CH2:15][CH2:16][CH2:17][CH2:18][CH2:19][CH2:20][CH2:21][CH3:22])[CH2:23][CH2:24][CH2:25][CH2:26][CH2:27][CH2:28][CH2:29][CH2:30]/[CH:31]=[CH:32]\[CH2:33][CH2:34][CH2:35][CH2:36][CH2:37][CH2:38][CH2:39][CH3:40]. (5) Given the reactants [CH3:1][C:2]1[O:11][C:10](=[O:12])[C:9]2[C:8](=[O:13])[CH2:7][CH:6]([CH:14]([CH3:16])[CH3:15])[O:5][C:4]=2[CH:3]=1.[F-].[Cs+].CC(O)(C)C.Cl, predict the reaction product. The product is: [OH:5][C:4]1[CH:3]=[C:2]([CH3:1])[O:11][C:10](=[O:12])[C:9]=1[C:8](=[O:13])[CH:7]=[CH:6][CH:14]([CH3:15])[CH3:16]. (6) Given the reactants [C:1]([C@H:4]1[N:9]([C:10]([O:12][CH2:13][C:14]2[CH:19]=[CH:18][CH:17]=[CH:16][CH:15]=2)=[O:11])[CH2:8][C@H:7]([C:20]([O:22][CH3:23])=[O:21])[CH2:6][CH2:5]1)(=[O:3])[CH3:2].[CH3:24][Mg+].[Br-], predict the reaction product. The product is: [OH:3][C:1]([C@H:4]1[N:9]([C:10]([O:12][CH2:13][C:14]2[CH:15]=[CH:16][CH:17]=[CH:18][CH:19]=2)=[O:11])[CH2:8][C@H:7]([C:20]([O:22][CH3:23])=[O:21])[CH2:6][CH2:5]1)([CH3:24])[CH3:2]. (7) Given the reactants Cl.C[O:3][C:4](=[O:38])[C:5]1[CH:10]=[CH:9][C:8]([O:11][C:12]2[CH:17]=[CH:16][C:15]([CH2:18][C@H:19]([NH2:37])[C:20]3[N:21]([CH2:33][CH2:34][CH2:35][CH3:36])[CH:22]=[C:23]([C:25]4[CH:30]=[CH:29][C:28]([Cl:31])=[CH:27][C:26]=4[Cl:32])[N:24]=3)=[CH:14][CH:13]=2)=[CH:7][CH:6]=1.[F:39][C:40]1[CH:45]=[C:44]([F:46])[CH:43]=[CH:42][C:41]=1[N:47]=[C:48]=[O:49].NC(N)=O, predict the reaction product. The product is: [CH2:33]([N:21]1[CH:22]=[C:23]([C:25]2[CH:30]=[CH:29][C:28]([Cl:31])=[CH:27][C:26]=2[Cl:32])[N:24]=[C:20]1[C@@H:19]([NH:37][C:48]([NH:47][C:41]1[CH:42]=[CH:43][C:44]([F:46])=[CH:45][C:40]=1[F:39])=[O:49])[CH2:18][C:15]1[CH:16]=[CH:17][C:12]([O:11][C:8]2[CH:9]=[CH:10][C:5]([C:4]([OH:3])=[O:38])=[CH:6][CH:7]=2)=[CH:13][CH:14]=1)[CH2:34][CH2:35][CH3:36]. (8) Given the reactants Cl[CH2:2][C:3]1[CH:8]=[CH:7][C:6]([O:9][CH:10]([CH3:12])[CH3:11])=[CH:5][CH:4]=1.[CH3:13][O:14][C:15](=[O:21])[CH2:16][C:17]([O:19][CH3:20])=[O:18].C(=O)([O-])[O-].[K+].[K+], predict the reaction product. The product is: [CH3:13][O:14][C:15](=[O:21])[CH:16]([CH2:2][C:3]1[CH:8]=[CH:7][C:6]([O:9][CH:10]([CH3:12])[CH3:11])=[CH:5][CH:4]=1)[C:17]([O:19][CH3:20])=[O:18].